Task: Predict the reaction yield, written as a fraction of the theoretical maximum amount of product (1.0 means a 100% yield; for example, 0.34 means a 34% yield).. Dataset: Reaction yield outcomes from USPTO patents with 853,638 reactions (1) The reactants are Br[C:2]1[CH:3]=[CH:4][C:5]([F:21])=[C:6]([C@:8]2([CH3:20])[C:14]([F:16])([F:15])[C:13]([CH3:18])([CH3:17])[O:12][CH2:11][C:10](=[O:19])[NH:9]2)[CH:7]=1.CN[C@@H]1CCCC[C@H]1NC.[I-:32].[Na+]. The catalyst is O1CCOCC1.[Cu]I. The product is [F:15][C:14]1([F:16])[C:13]([CH3:18])([CH3:17])[O:12][CH2:11][C:10](=[O:19])[NH:9][C@@:8]1([C:6]1[CH:7]=[C:2]([I:32])[CH:3]=[CH:4][C:5]=1[F:21])[CH3:20]. The yield is 0.960. (2) The reactants are [CH:1]([N:4]1[C:8]([C:9]2[N:18]=[C:17]3[N:11]([CH2:12][CH2:13][O:14][C:15]4[CH:22]=[C:21](O)[N:20]=[CH:19][C:16]=43)[CH:10]=2)=[N:7][C:6](C)=[N:5]1)([CH3:3])[CH3:2].[CH3:25][O:26][C@H:27]1[CH2:31][NH:30][C@H:29]([C:32]([NH2:34])=[O:33])[CH2:28]1. The catalyst is O. The product is [CH:1]([N:4]1[C:8]([C:9]2[N:18]=[C:17]3[C:16]4[CH:19]=[N:20][C:21]([N:30]5[CH2:31][C@H:27]([O:26][CH3:25])[CH2:28][C@H:29]5[C:32]([NH2:34])=[O:33])=[CH:22][C:15]=4[O:14][CH2:13][CH2:12][N:11]3[CH:10]=2)=[N:7][CH:6]=[N:5]1)([CH3:3])[CH3:2]. The yield is 0.320. (3) The reactants are [Br:1][C:2]1[S:26][C:5]2[CH2:6][CH2:7][C:8]3[C:9]([C:21]([O:23]CC)=[O:22])=[N:10][N:11]([C:13]4[CH:18]=[CH:17][C:16]([Cl:19])=[CH:15][C:14]=4[Cl:20])[C:12]=3[C:4]=2[CH:3]=1.[OH-].[K+].Cl. The catalyst is CO. The product is [Br:1][C:2]1[S:26][C:5]2[CH2:6][CH2:7][C:8]3[C:9]([C:21]([OH:23])=[O:22])=[N:10][N:11]([C:13]4[CH:18]=[CH:17][C:16]([Cl:19])=[CH:15][C:14]=4[Cl:20])[C:12]=3[C:4]=2[CH:3]=1. The yield is 0.970. (4) The reactants are C[Si](C)(C)[N-][Si](C)(C)C.[Li+].[CH2:11]1[O:21][C:14]2([CH2:19][CH2:18][C:17](=[O:20])[CH2:16][CH2:15]2)[O:13][CH2:12]1.[S:22]1[C:26]2[CH:27]=[C:28]([C:31](Cl)=[O:32])[CH:29]=[CH:30][C:25]=2[N:24]=[CH:23]1.O. The catalyst is C1COCC1. The product is [S:22]1[C:26]2[CH:27]=[C:28]([C:31]([CH:18]3[C:17](=[O:20])[CH2:16][CH2:15][C:14]4([O:13][CH2:12][CH2:11][O:21]4)[CH2:19]3)=[O:32])[CH:29]=[CH:30][C:25]=2[N:24]=[CH:23]1. The yield is 0.350. (5) The reactants are [CH2:1]([C:8]12[CH2:23][CH2:22][C:21](=[O:24])[CH:20]=[C:9]1[CH2:10][CH2:11][CH2:12][C:13]1[CH:18]=[C:17]([OH:19])[CH:16]=[CH:15][C:14]=12)[C:2]1[CH:7]=[CH:6][CH:5]=[CH:4][CH:3]=1.C1C=CC(N([S:32]([C:35]([F:38])([F:37])[F:36])(=[O:34])=[O:33])[S:32]([C:35]([F:38])([F:37])[F:36])(=[O:34])=[O:33])=CC=1.CCN(C(C)C)C(C)C. The catalyst is C(Cl)Cl. The product is [CH2:1]([C:8]12[CH2:23][CH2:22][C:21](=[O:24])[CH:20]=[C:9]1[CH2:10][CH2:11][CH2:12][C:13]1[CH:18]=[C:17]([O:19][S:32]([C:35]([F:38])([F:37])[F:36])(=[O:34])=[O:33])[CH:16]=[CH:15][C:14]2=1)[C:2]1[CH:3]=[CH:4][CH:5]=[CH:6][CH:7]=1. The yield is 0.610. (6) The reactants are [CH2:1]([O:3][C:4](=[O:25])[CH2:5][C:6]1[CH:11]=[C:10]([O:12][CH2:13][C:14]([F:17])([F:16])[F:15])[C:9](I)=[C:8]([O:19][CH2:20][C:21]([F:24])([F:23])[F:22])[CH:7]=1)[CH3:2].[F:26][C:27]([F:38])([F:37])[C:28]1[CH:33]=[CH:32][C:31](B(O)O)=[CH:30][CH:29]=1.[F-].[Cs+].O. The catalyst is COCCOC.C1C=CC([P]([Pd]([P](C2C=CC=CC=2)(C2C=CC=CC=2)C2C=CC=CC=2)([P](C2C=CC=CC=2)(C2C=CC=CC=2)C2C=CC=CC=2)[P](C2C=CC=CC=2)(C2C=CC=CC=2)C2C=CC=CC=2)(C2C=CC=CC=2)C2C=CC=CC=2)=CC=1.CCOC(C)=O. The product is [CH2:1]([O:3][C:4](=[O:25])[CH2:5][C:6]1[CH:11]=[C:10]([O:12][CH2:13][C:14]([F:17])([F:16])[F:15])[C:9]([C:31]2[CH:32]=[CH:33][C:28]([C:27]([F:38])([F:37])[F:26])=[CH:29][CH:30]=2)=[C:8]([O:19][CH2:20][C:21]([F:24])([F:23])[F:22])[CH:7]=1)[CH3:2]. The yield is 0.700. (7) The reactants are [Cl:1][C:2]1[C:10]2[C:5](=[CH:6][CH:7]=[CH:8][CH:9]=2)[NH:4][C:3]=1[C:11]1[NH:15][C:14](=[O:16])[O:13][N:12]=1.I[CH3:18]. The yield is 0.102. The product is [Cl:1][C:2]1[C:10]2[C:5](=[CH:6][CH:7]=[CH:8][CH:9]=2)[NH:4][C:3]=1[C:11]1[N:15]([CH3:18])[C:14](=[O:16])[O:13][N:12]=1. The catalyst is CC(C)=O. (8) The reactants are [Cl:1][C:2]1[CH:7]=[CH:6][C:5]([S:8]([NH:11][C@H:12]2[CH2:16][CH2:15][N:14]([C:17]3[N:22]4[N:23]=[CH:24][CH:25]=[C:21]4[N:20]=[C:19]([CH3:26])[C:18]=3[CH:27]([CH2:33][CH2:34][CH3:35])[C:28]([O:30]CC)=[O:29])[CH2:13]2)(=[O:10])=[O:9])=[CH:4][CH:3]=1.[OH-].[Na+]. The catalyst is C(O)C. The product is [Cl:1][C:2]1[CH:3]=[CH:4][C:5]([S:8]([NH:11][C@H:12]2[CH2:16][CH2:15][N:14]([C:17]3[N:22]4[N:23]=[CH:24][CH:25]=[C:21]4[N:20]=[C:19]([CH3:26])[C:18]=3[CH:27]([CH2:33][CH2:34][CH3:35])[C:28]([OH:30])=[O:29])[CH2:13]2)(=[O:9])=[O:10])=[CH:6][CH:7]=1. The yield is 0.140.